Dataset: NCI-60 drug combinations with 297,098 pairs across 59 cell lines. Task: Regression. Given two drug SMILES strings and cell line genomic features, predict the synergy score measuring deviation from expected non-interaction effect. (1) Drug 2: CN(C)C1=NC(=NC(=N1)N(C)C)N(C)C. Synergy scores: CSS=2.06, Synergy_ZIP=-0.124, Synergy_Bliss=-0.443, Synergy_Loewe=-2.67, Synergy_HSA=-1.77. Cell line: HOP-92. Drug 1: CC12CCC(CC1=CCC3C2CCC4(C3CC=C4C5=CN=CC=C5)C)O. (2) Drug 1: C1C(C(OC1N2C=C(C(=O)NC2=O)F)CO)O. Drug 2: COCCOC1=C(C=C2C(=C1)C(=NC=N2)NC3=CC=CC(=C3)C#C)OCCOC.Cl. Cell line: HL-60(TB). Synergy scores: CSS=25.5, Synergy_ZIP=-5.12, Synergy_Bliss=0.388, Synergy_Loewe=-18.5, Synergy_HSA=2.88. (3) Drug 1: C1C(C(OC1N2C=C(C(=O)NC2=O)F)CO)O. Drug 2: B(C(CC(C)C)NC(=O)C(CC1=CC=CC=C1)NC(=O)C2=NC=CN=C2)(O)O. Cell line: SK-MEL-28. Synergy scores: CSS=33.4, Synergy_ZIP=-6.15, Synergy_Bliss=-3.30, Synergy_Loewe=-5.83, Synergy_HSA=-2.26. (4) Drug 1: CC1=C(C(=CC=C1)Cl)NC(=O)C2=CN=C(S2)NC3=CC(=NC(=N3)C)N4CCN(CC4)CCO. Drug 2: C1CCC(C(C1)N)N.C(=O)(C(=O)[O-])[O-].[Pt+4]. Cell line: RXF 393. Synergy scores: CSS=16.7, Synergy_ZIP=-9.17, Synergy_Bliss=-7.24, Synergy_Loewe=-12.6, Synergy_HSA=-3.04. (5) Drug 1: C1=NC2=C(N=C(N=C2N1C3C(C(C(O3)CO)O)O)F)N. Drug 2: N.N.Cl[Pt+2]Cl. Synergy scores: CSS=42.4, Synergy_ZIP=-2.93, Synergy_Bliss=-0.381, Synergy_Loewe=-7.29, Synergy_HSA=0.950. Cell line: HOP-92. (6) Drug 1: CNC(=O)C1=CC=CC=C1SC2=CC3=C(C=C2)C(=NN3)C=CC4=CC=CC=N4. Drug 2: COC1=C2C(=CC3=C1OC=C3)C=CC(=O)O2. Cell line: A498. Synergy scores: CSS=11.9, Synergy_ZIP=4.22, Synergy_Bliss=10.3, Synergy_Loewe=1.16, Synergy_HSA=7.13. (7) Drug 1: C1CCC(C1)C(CC#N)N2C=C(C=N2)C3=C4C=CNC4=NC=N3. Drug 2: CC1=C(C(CCC1)(C)C)C=CC(=CC=CC(=CC(=O)O)C)C. Cell line: KM12. Synergy scores: CSS=33.9, Synergy_ZIP=-13.3, Synergy_Bliss=-7.47, Synergy_Loewe=-4.84, Synergy_HSA=-3.77. (8) Drug 1: C1=CC(=CC=C1CCCC(=O)O)N(CCCl)CCCl. Drug 2: CC12CCC3C(C1CCC2OP(=O)(O)O)CCC4=C3C=CC(=C4)OC(=O)N(CCCl)CCCl.[Na+]. Cell line: 786-0. Synergy scores: CSS=45.4, Synergy_ZIP=-2.47, Synergy_Bliss=-8.86, Synergy_Loewe=-20.2, Synergy_HSA=-8.20. (9) Drug 1: C1CCN(CC1)CCOC2=CC=C(C=C2)C(=O)C3=C(SC4=C3C=CC(=C4)O)C5=CC=C(C=C5)O. Drug 2: C1=NC2=C(N=C(N=C2N1C3C(C(C(O3)CO)O)F)Cl)N. Cell line: TK-10. Synergy scores: CSS=12.0, Synergy_ZIP=-7.61, Synergy_Bliss=3.36, Synergy_Loewe=-8.09, Synergy_HSA=0.301.